Dataset: Peptide-MHC class I binding affinity with 185,985 pairs from IEDB/IMGT. Task: Regression. Given a peptide amino acid sequence and an MHC pseudo amino acid sequence, predict their binding affinity value. This is MHC class I binding data. (1) The peptide sequence is ILNRKAIDF. The MHC is HLA-B39:01 with pseudo-sequence HLA-B39:01. The binding affinity (normalized) is 0.0847. (2) The peptide sequence is IPTNLDILW. The MHC is Mamu-B17 with pseudo-sequence Mamu-B17. The binding affinity (normalized) is 0.672.